From a dataset of Forward reaction prediction with 1.9M reactions from USPTO patents (1976-2016). Predict the product of the given reaction. (1) Given the reactants Br[C:2]1[CH:7]=[CH:6][CH:5]=[CH:4][C:3]=1[P:8]([C:15]1[CH:20]=[CH:19][CH:18]=[CH:17][CH:16]=1)[C:9]1[CH:14]=[CH:13][CH:12]=[CH:11][CH:10]=1.[Li]CCCC.[C:26](Cl)(=[O:31])[C:27]([CH3:30])([CH3:29])[CH3:28], predict the reaction product. The product is: [C:27]([C:26]([C:2]1[CH:7]=[CH:6][CH:5]=[CH:4][C:3]=1[P:8]([C:15]1[CH:20]=[CH:19][CH:18]=[CH:17][CH:16]=1)[C:9]1[CH:14]=[CH:13][CH:12]=[CH:11][CH:10]=1)=[O:31])([CH3:30])([CH3:29])[CH3:28]. (2) Given the reactants C(OC([N:8]1[CH2:13][CH:12]=[C:11]([C:14]2[CH:19]=[CH:18][CH:17]=[C:16]([C:20]3[CH:25]=[C:24]([C:26]([CH3:29])([CH3:28])[CH3:27])[C:23]([O:30][CH3:31])=[C:22]([C:32]([CH3:35])([CH3:34])[CH3:33])[CH:21]=3)[N:15]=2)[CH2:10][CH2:9]1)=O)(C)(C)C, predict the reaction product. The product is: [C:26]([C:24]1[CH:25]=[C:20]([C:16]2[CH:17]=[CH:18][CH:19]=[C:14]([CH:11]3[CH2:12][CH2:13][NH:8][CH2:9][CH2:10]3)[N:15]=2)[CH:21]=[C:22]([C:32]([CH3:35])([CH3:34])[CH3:33])[C:23]=1[O:30][CH3:31])([CH3:27])([CH3:28])[CH3:29].